Task: Predict the reactants needed to synthesize the given product.. Dataset: Full USPTO retrosynthesis dataset with 1.9M reactions from patents (1976-2016) (1) Given the product [ClH:1].[CH2:2]([O:9][C:10]1[CH:15]=[CH:14][N:13]([C:16]2[CH:17]=[CH:18][C:19]3[C:28]4[CH2:27][CH2:26][NH:25][CH2:24][CH2:23][C:22]=4[N:21]([CH3:36])[C:20]=3[N:37]=2)[C:12](=[O:38])[CH:11]=1)[C:3]1[CH:8]=[CH:7][CH:6]=[CH:5][CH:4]=1, predict the reactants needed to synthesize it. The reactants are: [ClH:1].[CH2:2]([O:9][C:10]1[CH:15]=[CH:14][N:13]([C:16]2[CH:17]=[CH:18][C:19]3[C:28]4[CH2:27][CH2:26][N:25](C(OC(C)(C)C)=O)[CH2:24][CH2:23][C:22]=4[N:21]([CH3:36])[C:20]=3[N:37]=2)[C:12](=[O:38])[CH:11]=1)[C:3]1[CH:8]=[CH:7][CH:6]=[CH:5][CH:4]=1. (2) Given the product [CH2:9]([N:16]1[C:17]2[C:22](=[CH:21][CH:20]=[CH:19][CH:18]=2)[CH:23]([C:30]([O:32][CH3:33])=[O:31])[C:24]2[CH:25]=[CH:26][CH:27]=[CH:28][C:29]1=2)[C:10]1[CH:11]=[CH:12][CH:13]=[CH:14][CH:15]=1, predict the reactants needed to synthesize it. The reactants are: FC(F)(F)S([O-])(=O)=O.[CH2:9]([N+:16]1[C:29]2[C:24](=[CH:25][CH:26]=[CH:27][CH:28]=2)[C:23]([C:30]([O:32][CH3:33])=[O:31])=[C:22]2[C:17]=1[CH:18]=[CH:19][CH:20]=[CH:21]2)[C:10]1[CH:15]=[CH:14][CH:13]=[CH:12][CH:11]=1.[Cl-].[NH4+]. (3) Given the product [NH2:31][C:29]1[CH:28]=[C:27]([NH:32][C:2]2[N:11]=[C:10]([N:12]3[CH2:17][CH2:16][CH2:15][C@@H:14]([NH:18][C:19](=[O:21])[CH3:20])[CH2:13]3)[C:9]3[C:4](=[C:5]([CH3:22])[CH:6]=[CH:7][CH:8]=3)[N:3]=2)[CH:26]=[C:25]([C:24]([F:23])([F:33])[F:34])[CH:30]=1, predict the reactants needed to synthesize it. The reactants are: Cl[C:2]1[N:11]=[C:10]([N:12]2[CH2:17][CH2:16][CH2:15][C@@H:14]([NH:18][C:19](=[O:21])[CH3:20])[CH2:13]2)[C:9]2[C:4](=[C:5]([CH3:22])[CH:6]=[CH:7][CH:8]=2)[N:3]=1.[F:23][C:24]([F:34])([F:33])[C:25]1[CH:26]=[C:27]([NH2:32])[CH:28]=[C:29]([NH2:31])[CH:30]=1. (4) Given the product [ClH:16].[S:7]1[CH2:8][C@@H:4]([C:2]([NH2:1])=[O:3])[NH:5][CH2:6]1, predict the reactants needed to synthesize it. The reactants are: [NH2:1][C:2]([C@@H:4]1[CH2:8][S:7][CH2:6][N:5]1C(OC(C)(C)C)=O)=[O:3].[ClH:16]. (5) Given the product [NH2:15][C:12]1[CH:13]=[CH:14][C:9]([O:8][C:7]2[C:2]([Cl:1])=[CH:3][C:4]([F:32])=[C:5]([NH:18][C:19](=[O:31])[C:20]3[CH:25]=[CH:24][CH:23]=[C:22]([C:26]([C:29]#[N:30])([CH3:28])[CH3:27])[CH:21]=3)[CH:6]=2)=[N:10][CH:11]=1, predict the reactants needed to synthesize it. The reactants are: [Cl:1][C:2]1[C:7]([O:8][C:9]2[CH:14]=[CH:13][C:12]([N+:15]([O-])=O)=[CH:11][N:10]=2)=[CH:6][C:5]([NH:18][C:19](=[O:31])[C:20]2[CH:25]=[CH:24][CH:23]=[C:22]([C:26]([C:29]#[N:30])([CH3:28])[CH3:27])[CH:21]=2)=[C:4]([F:32])[CH:3]=1.[Cl-].[Ca+2].[Cl-].O. (6) Given the product [NH2:30][C:31]1[C:36]([C:37]#[N:38])=[C:35]([NH:1][C@H:2]([C:4]2[N:9]([C:10]3[CH:15]=[CH:14][CH:13]=[CH:12][CH:11]=3)[C:8](=[O:16])[C:7]3=[C:17]([S:20][C:21]4[CH:26]=[CH:25][C:24]([O:27][CH3:28])=[C:23]([F:29])[CH:22]=4)[CH:18]=[CH:19][N:6]3[N:5]=2)[CH3:3])[N:34]=[CH:33][N:32]=1, predict the reactants needed to synthesize it. The reactants are: [NH2:1][C@H:2]([C:4]1[N:9]([C:10]2[CH:15]=[CH:14][CH:13]=[CH:12][CH:11]=2)[C:8](=[O:16])[C:7]2=[C:17]([S:20][C:21]3[CH:26]=[CH:25][C:24]([O:27][CH3:28])=[C:23]([F:29])[CH:22]=3)[CH:18]=[CH:19][N:6]2[N:5]=1)[CH3:3].[NH2:30][C:31]1[C:36]([C:37]#[N:38])=[C:35](Cl)[N:34]=[CH:33][N:32]=1.CCN(C(C)C)C(C)C.